From a dataset of Cav3 T-type calcium channel HTS with 100,875 compounds. Binary Classification. Given a drug SMILES string, predict its activity (active/inactive) in a high-throughput screening assay against a specified biological target. (1) The molecule is O=C(Nc1ccc(N2CCN(CC2)Cc2ccccc2)cc1)c1cc(OC)ccc1. The result is 0 (inactive). (2) The molecule is Clc1ncc(C(=O)Nc2c(N3CCOCC3)ccc(c2)C(F)(F)F)cc1. The result is 0 (inactive). (3) The compound is Clc1ccc(OCCCC(=O)Nc2scnn2)cc1. The result is 0 (inactive). (4) The result is 0 (inactive). The compound is o1c(c(c2c1cccc2)C)C(=O)Nc1c(n(n(c1=O)c1ccccc1)C)C.